Dataset: Forward reaction prediction with 1.9M reactions from USPTO patents (1976-2016). Task: Predict the product of the given reaction. (1) Given the reactants FC(F)(F)C(O)=O.C[O:9][C:10](=[O:29])[CH2:11][O:12][CH2:13][CH2:14][CH2:15][CH2:16][CH2:17][NH:18][C:19]1[CH:28]=[CH:27][C:22]([C:23]([O:25][CH3:26])=[O:24])=[CH:21][CH:20]=1, predict the reaction product. The product is: [CH3:26][O:25][C:23]([C:22]1[CH:21]=[CH:20][C:19]([NH:18][CH2:17][CH2:16][CH2:15][CH2:14][CH2:13][O:12][CH2:11][C:10]([OH:29])=[O:9])=[CH:28][CH:27]=1)=[O:24]. (2) Given the reactants [C:1]([O:5][C:6]([N:8]1[CH2:12][CH2:11][CH2:10][CH:9]1[C:13](=O)[NH:14][C:15]([C:20]1[CH:25]=[CH:24][C:23]([Br:26])=[CH:22][CH:21]=1)([C:17](=[O:19])[NH2:18])[CH3:16])=[O:7])([CH3:4])([CH3:3])[CH3:2].[OH-].[Na+], predict the reaction product. The product is: [C:1]([O:5][C:6]([N:8]1[CH2:12][CH2:11][CH2:10][CH:9]1[C:13]1[NH:14][C:15]([C:20]2[CH:25]=[CH:24][C:23]([Br:26])=[CH:22][CH:21]=2)([CH3:16])[C:17](=[O:19])[N:18]=1)=[O:7])([CH3:4])([CH3:3])[CH3:2]. (3) The product is: [CH2:26]([N:10]1[C:9]2[N:8]=[C:7]([CH2:6][C:5]3[CH:4]=[CH:3][C:2]([NH:1][S:39]([CH2:32][C:33]4[CH:38]=[CH:37][CH:36]=[CH:35][CH:34]=4)(=[O:41])=[O:40])=[CH:31][CH:30]=3)[NH:15][C:14]=2[C:13](=[O:16])[N:12]([CH2:17][C:18]2[CH:23]=[CH:22][CH:21]=[CH:20][C:19]=2[F:24])[C:11]1=[O:25])[CH2:27][CH2:28][CH3:29]. Given the reactants [NH2:1][C:2]1[CH:31]=[CH:30][C:5]([CH2:6][C:7]2[NH:15][C:14]3[C:13](=[O:16])[N:12]([CH2:17][C:18]4[CH:23]=[CH:22][CH:21]=[CH:20][C:19]=4[F:24])[C:11](=[O:25])[N:10]([CH2:26][CH2:27][CH2:28][CH3:29])[C:9]=3[N:8]=2)=[CH:4][CH:3]=1.[CH2:32]([S:39](Cl)(=[O:41])=[O:40])[C:33]1[CH:38]=[CH:37][CH:36]=[CH:35][CH:34]=1, predict the reaction product. (4) Given the reactants [CH2:1]([N:7]1[C:17]2[C:12](=[CH:13][CH:14]=[C:15]([O:18][CH3:19])[CH:16]=2)[C:10](=O)[C:8]1=[O:9])[CH2:2][CH2:3][CH2:4][CH2:5][CH3:6].[C:20]([NH:28][NH2:29])(=[O:27])[C:21]1[CH:26]=[CH:25][CH:24]=[CH:23][CH:22]=1, predict the reaction product. The product is: [CH2:1]([N:7]1[C:17]2[C:12](=[CH:13][CH:14]=[C:15]([O:18][CH3:19])[CH:16]=2)/[C:10](=[N:29]/[NH:28][C:20](=[O:27])[C:21]2[CH:26]=[CH:25][CH:24]=[CH:23][CH:22]=2)/[C:8]1=[O:9])[CH2:2][CH2:3][CH2:4][CH2:5][CH3:6]. (5) Given the reactants [Cl:1][C:2]([O:4][CH3:5])=[O:3].[Cl:6][C:7]1[CH:8]=[C:9]([CH:12]=[C:13]([O:15][C:16]2[C:17]([CH3:28])=[N:18][NH:19][C:20]=2[CH2:21][N:22]2[CH2:27][CH2:26][NH:25][CH2:24][CH2:23]2)[CH:14]=1)[C:10]#[N:11].C(N(CC)CC)C, predict the reaction product. The product is: [Cl:6][CH2:2][Cl:1].[CH3:13][OH:15].[NH3:11].[Cl:6][C:7]1[CH:14]=[C:13]([CH:12]=[C:9]([C:10]#[N:11])[CH:8]=1)[O:15][C:16]1[C:17]([CH3:28])=[N:18][NH:19][C:20]=1[CH2:21][N:22]1[CH2:27][CH2:26][N:25]([C:2]([O:4][CH3:5])=[O:3])[CH2:24][CH2:23]1. (6) Given the reactants C(OC([N:6]1[CH:11]2[CH2:12][CH2:13][CH:7]1[CH2:8][C:9](=[C:14]([C:21]1[CH:26]=[CH:25][C:24]([C:27](=[O:31])[NH:28][CH2:29][CH3:30])=[CH:23][CH:22]=1)[C:15]1[CH:16]=[N:17][CH:18]=[CH:19][CH:20]=1)[CH2:10]2)=O)C.[Si](I)(C)(C)C, predict the reaction product. The product is: [CH:7]12[NH:6][CH:11]([CH2:12][CH2:13]1)[CH2:10][C:9](=[C:14]([C:15]1[CH:16]=[N:17][CH:18]=[CH:19][CH:20]=1)[C:21]1[CH:26]=[CH:25][C:24]([C:27]([NH:28][CH2:29][CH3:30])=[O:31])=[CH:23][CH:22]=1)[CH2:8]2. (7) Given the reactants Br[C:2]1[CH:9]=[CH:8][C:5]([CH:6]=[O:7])=[CH:4][N:3]=1.[Cu][C:11]#[N:12], predict the reaction product. The product is: [CH:6]([C:5]1[CH:8]=[CH:9][C:2]([C:11]#[N:12])=[N:3][CH:4]=1)=[O:7]. (8) Given the reactants C(OC(N1CCC2C(=CC(OC)=C(OC)C=2)C1CC1C=CC(Br)=CC=1)=O)(C)(C)C.C1(P(C2C=CC=CC=2)C2C=CC=CC=2)C=CC=CC=1.C([O-])([O-])=O.[Na+].[Na+].[C:55]([O:59][C:60]([N:62]1[CH2:71][CH2:70][C:69]2[C:64](=[CH:65][C:66]([O:74][CH3:75])=[C:67]([O:72][CH3:73])[CH:68]=2)[CH:63]1[CH2:76][C:77]1[CH:82]=[CH:81][C:80]([C:83]2[CH:88]=[CH:87][CH:86]=[CH:85][C:84]=2[NH:89][C:90](=[O:92])[CH3:91])=[CH:79][CH:78]=1)=[O:61])([CH3:58])([CH3:57])[CH3:56].[ClH:93], predict the reaction product. The product is: [C:55]([O:59][C:60]([N:62]1[CH2:71][CH2:70][C:69]2[C:64](=[CH:65][C:66]([O:74][CH3:75])=[C:67]([O:72][CH3:73])[CH:68]=2)[CH:63]1[CH2:76][C:77]1[CH:78]=[CH:79][C:80]([C:83]2[CH:88]=[CH:87][CH:86]=[CH:85][C:84]=2[NH:89][C:90](=[O:92])[CH3:91])=[CH:81][CH:82]=1)=[O:61])([CH3:58])([CH3:56])[CH3:57].[ClH:93].[CH3:73][O:72][C:67]1[CH:68]=[C:69]2[C:64](=[CH:65][C:66]=1[O:74][CH3:75])[CH:63]([CH2:76][C:77]1[CH:78]=[CH:79][C:80]([C:83]3[CH:88]=[CH:87][CH:86]=[CH:85][C:84]=3[NH:89][C:90](=[O:92])[CH3:91])=[CH:81][CH:82]=1)[NH:62][CH2:71][CH2:70]2.